From a dataset of Experimentally validated miRNA-target interactions with 360,000+ pairs, plus equal number of negative samples. Binary Classification. Given a miRNA mature sequence and a target amino acid sequence, predict their likelihood of interaction. The miRNA is hsa-miR-208a-5p with sequence GAGCUUUUGGCCCGGGUUAUAC. The protein sequence of the target gene is MPRKKPFSVKQKKKQLQDKRERKRGLQDGLRSSSNSRSGSRERREEQTDTSDGESVTHHIRRLNQQPSQGLGPRGYDPNRYRLHFERDSREEVERRKRAAREQVLQPVSAELLELDIREVYQPGSVLDFPRRPPWSYEMSKEQLMSQEERSFQDYLGKIHGAYSSEKLSYFEHNLETWRQLWRVLEMSDIVLLITDIRHPVVNFPPALYEYVTGELGLALVLVLNKVDLAPPALVVAWKHYFHQHYPQLHVVLFTSFPRDPRTPQDPSSVLKKSRRRGRGWTRALGPEQLLRACEAITVG.... Result: 0 (no interaction).